This data is from NCI-60 drug combinations with 297,098 pairs across 59 cell lines. The task is: Regression. Given two drug SMILES strings and cell line genomic features, predict the synergy score measuring deviation from expected non-interaction effect. (1) Drug 1: COC1=CC(=CC(=C1O)OC)C2C3C(COC3=O)C(C4=CC5=C(C=C24)OCO5)OC6C(C(C7C(O6)COC(O7)C8=CC=CS8)O)O. Drug 2: C1=CC(=CC=C1CC(C(=O)O)N)N(CCCl)CCCl.Cl. Cell line: EKVX. Synergy scores: CSS=41.6, Synergy_ZIP=1.59, Synergy_Bliss=6.47, Synergy_Loewe=-10.1, Synergy_HSA=5.45. (2) Drug 1: C1CCC(C1)C(CC#N)N2C=C(C=N2)C3=C4C=CNC4=NC=N3. Drug 2: C#CCC(CC1=CN=C2C(=N1)C(=NC(=N2)N)N)C3=CC=C(C=C3)C(=O)NC(CCC(=O)O)C(=O)O. Cell line: NCIH23. Synergy scores: CSS=4.40, Synergy_ZIP=-1.74, Synergy_Bliss=-1.32, Synergy_Loewe=-3.10, Synergy_HSA=-3.07. (3) Drug 1: C(CC(=O)O)C(=O)CN.Cl. Drug 2: C(CN)CNCCSP(=O)(O)O. Cell line: SK-MEL-2. Synergy scores: CSS=27.2, Synergy_ZIP=-3.85, Synergy_Bliss=-7.01, Synergy_Loewe=-22.8, Synergy_HSA=-8.79. (4) Synergy scores: CSS=-0.740, Synergy_ZIP=-1.95, Synergy_Bliss=-1.59, Synergy_Loewe=-2.40, Synergy_HSA=-1.83. Drug 1: C1=CC(=CC=C1CCCC(=O)O)N(CCCl)CCCl. Drug 2: C1CC(=O)NC(=O)C1N2C(=O)C3=CC=CC=C3C2=O. Cell line: MDA-MB-435. (5) Drug 1: CC1C(C(=O)NC(C(=O)N2CCCC2C(=O)N(CC(=O)N(C(C(=O)O1)C(C)C)C)C)C(C)C)NC(=O)C3=C4C(=C(C=C3)C)OC5=C(C(=O)C(=C(C5=N4)C(=O)NC6C(OC(=O)C(N(C(=O)CN(C(=O)C7CCCN7C(=O)C(NC6=O)C(C)C)C)C)C(C)C)C)N)C. Drug 2: C1C(C(OC1N2C=C(C(=O)NC2=O)F)CO)O. Cell line: U251. Synergy scores: CSS=26.6, Synergy_ZIP=4.02, Synergy_Bliss=11.0, Synergy_Loewe=2.93, Synergy_HSA=6.73. (6) Drug 1: CCC1=C2CN3C(=CC4=C(C3=O)COC(=O)C4(CC)O)C2=NC5=C1C=C(C=C5)O. Drug 2: C1=NC2=C(N1)C(=S)N=CN2. Cell line: OVCAR-4. Synergy scores: CSS=38.6, Synergy_ZIP=-1.72, Synergy_Bliss=-0.782, Synergy_Loewe=-1.06, Synergy_HSA=0.361.